Dataset: NCI-60 drug combinations with 297,098 pairs across 59 cell lines. Task: Regression. Given two drug SMILES strings and cell line genomic features, predict the synergy score measuring deviation from expected non-interaction effect. (1) Cell line: MDA-MB-435. Synergy scores: CSS=-1.51, Synergy_ZIP=1.01, Synergy_Bliss=-0.243, Synergy_Loewe=-0.196, Synergy_HSA=-2.02. Drug 1: CC1=C(C=C(C=C1)NC(=O)C2=CC=C(C=C2)CN3CCN(CC3)C)NC4=NC=CC(=N4)C5=CN=CC=C5. Drug 2: CS(=O)(=O)CCNCC1=CC=C(O1)C2=CC3=C(C=C2)N=CN=C3NC4=CC(=C(C=C4)OCC5=CC(=CC=C5)F)Cl. (2) Drug 1: CCN(CC)CCNC(=O)C1=C(NC(=C1C)C=C2C3=C(C=CC(=C3)F)NC2=O)C. Cell line: LOX IMVI. Synergy scores: CSS=-3.21, Synergy_ZIP=-1.04, Synergy_Bliss=-8.56, Synergy_Loewe=-6.29, Synergy_HSA=-10.1. Drug 2: COC1=C2C(=CC3=C1OC=C3)C=CC(=O)O2. (3) Drug 1: C1=NC2=C(N1)C(=S)N=C(N2)N. Drug 2: CC1C(C(CC(O1)OC2CC(OC(C2O)C)OC3=CC4=CC5=C(C(=O)C(C(C5)C(C(=O)C(C(C)O)O)OC)OC6CC(C(C(O6)C)O)OC7CC(C(C(O7)C)O)OC8CC(C(C(O8)C)O)(C)O)C(=C4C(=C3C)O)O)O)O. Cell line: NCI-H322M. Synergy scores: CSS=16.5, Synergy_ZIP=-6.78, Synergy_Bliss=-10.8, Synergy_Loewe=-11.6, Synergy_HSA=-11.4. (4) Drug 1: CC12CCC(CC1=CCC3C2CCC4(C3CC=C4C5=CN=CC=C5)C)O. Drug 2: CC1C(C(=O)NC(C(=O)N2CCCC2C(=O)N(CC(=O)N(C(C(=O)O1)C(C)C)C)C)C(C)C)NC(=O)C3=C4C(=C(C=C3)C)OC5=C(C(=O)C(=C(C5=N4)C(=O)NC6C(OC(=O)C(N(C(=O)CN(C(=O)C7CCCN7C(=O)C(NC6=O)C(C)C)C)C)C(C)C)C)N)C. Cell line: 786-0. Synergy scores: CSS=44.0, Synergy_ZIP=25.5, Synergy_Bliss=26.6, Synergy_Loewe=23.9, Synergy_HSA=25.9. (5) Drug 1: C1=CC(=CC=C1CCC2=CNC3=C2C(=O)NC(=N3)N)C(=O)NC(CCC(=O)O)C(=O)O. Drug 2: COC1=C2C(=CC3=C1OC=C3)C=CC(=O)O2. Cell line: HL-60(TB). Synergy scores: CSS=69.8, Synergy_ZIP=13.2, Synergy_Bliss=7.92, Synergy_Loewe=6.72, Synergy_HSA=8.89. (6) Drug 1: CN1C2=C(C=C(C=C2)N(CCCl)CCCl)N=C1CCCC(=O)O.Cl. Drug 2: C1CCC(C(C1)N)N.C(=O)(C(=O)[O-])[O-].[Pt+4]. Cell line: EKVX. Synergy scores: CSS=6.59, Synergy_ZIP=-3.69, Synergy_Bliss=1.23, Synergy_Loewe=2.49, Synergy_HSA=2.82. (7) Synergy scores: CSS=37.1, Synergy_ZIP=2.68, Synergy_Bliss=-0.590, Synergy_Loewe=-9.20, Synergy_HSA=-1.23. Cell line: SK-MEL-28. Drug 1: CC1CCC2CC(C(=CC=CC=CC(CC(C(=O)C(C(C(=CC(C(=O)CC(OC(=O)C3CCCCN3C(=O)C(=O)C1(O2)O)C(C)CC4CCC(C(C4)OC)O)C)C)O)OC)C)C)C)OC. Drug 2: C#CCC(CC1=CN=C2C(=N1)C(=NC(=N2)N)N)C3=CC=C(C=C3)C(=O)NC(CCC(=O)O)C(=O)O. (8) Drug 1: CC1=C(C=C(C=C1)C(=O)NC2=CC(=CC(=C2)C(F)(F)F)N3C=C(N=C3)C)NC4=NC=CC(=N4)C5=CN=CC=C5. Drug 2: CC1C(C(CC(O1)OC2CC(CC3=C2C(=C4C(=C3O)C(=O)C5=C(C4=O)C(=CC=C5)OC)O)(C(=O)CO)O)N)O.Cl. Cell line: SK-MEL-5. Synergy scores: CSS=43.7, Synergy_ZIP=-3.35, Synergy_Bliss=-2.03, Synergy_Loewe=-12.7, Synergy_HSA=-0.312. (9) Drug 1: C1=NC2=C(N1)C(=S)N=C(N2)N. Drug 2: CCC(=C(C1=CC=CC=C1)C2=CC=C(C=C2)OCCN(C)C)C3=CC=CC=C3.C(C(=O)O)C(CC(=O)O)(C(=O)O)O. Cell line: A549. Synergy scores: CSS=30.8, Synergy_ZIP=-1.48, Synergy_Bliss=-1.25, Synergy_Loewe=-11.9, Synergy_HSA=-0.668.